Dataset: Forward reaction prediction with 1.9M reactions from USPTO patents (1976-2016). Task: Predict the product of the given reaction. (1) The product is: [F:18][C:19]1[CH:27]=[CH:26][C:22]([C:23]([NH:1][C:2]2[CH:7]=[CH:6][C:5]([C@@H:8]([NH:10][C:11](=[O:17])[O:12][C:13]([CH3:16])([CH3:15])[CH3:14])[CH3:9])=[CH:4][CH:3]=2)=[O:24])=[CH:21][CH:20]=1. Given the reactants [NH2:1][C:2]1[CH:7]=[CH:6][C:5]([C@@H:8]([NH:10][C:11](=[O:17])[O:12][C:13]([CH3:16])([CH3:15])[CH3:14])[CH3:9])=[CH:4][CH:3]=1.[F:18][C:19]1[CH:27]=[CH:26][C:22]([C:23](Cl)=[O:24])=[CH:21][CH:20]=1, predict the reaction product. (2) Given the reactants [Br:1][C:2]1[CH:3]=[C:4]2[S:10][C:9]([O:11][CH:12]3[CH2:17][CH2:16][N:15](C(OC(C)(C)C)=O)[CH2:14][CH2:13]3)=[N:8][C:5]2=[N:6][CH:7]=1.C(O)(C(F)(F)F)=O.BrC1C=CC2N=C(OC3CCNCC3)SC=2C=1, predict the reaction product. The product is: [Br:1][C:2]1[CH:3]=[C:4]2[S:10][C:9]([O:11][CH:12]3[CH2:17][CH2:16][NH:15][CH2:14][CH2:13]3)=[N:8][C:5]2=[N:6][CH:7]=1.